This data is from Catalyst prediction with 721,799 reactions and 888 catalyst types from USPTO. The task is: Predict which catalyst facilitates the given reaction. (1) Reactant: [F:1][C:2]([F:19])([F:18])[CH:3]([CH:12]1[CH2:17][CH2:16][NH:15][CH2:14][CH2:13]1)[O:4][Si:5]([CH2:10][CH3:11])([CH2:8][CH3:9])[CH2:6][CH3:7].[CH2:20](N([CH2:25][CH3:26])CC)C.Cl[C:28]([O:30][CH3:31])=[O:29].O. Product: [CH3:20][CH2:16][CH2:17][CH2:12][CH2:13][CH3:14].[CH2:25]([CH:14]1[CH2:13][CH:12]([CH:3]([O:4][Si:5]([CH2:8][CH3:9])([CH2:6][CH3:7])[CH2:10][CH3:11])[C:2]([F:18])([F:1])[F:19])[CH2:17][CH2:16][N:15]1[C:28]([O:30][CH3:31])=[O:29])[CH3:26]. The catalyst class is: 4. (2) Reactant: CCCC[N+](CCCC)(CCCC)CCCC.[F-].[Br:19][C:20]1[O:28][C:27]2[CH:26]=[CH:25][N:24]([C:29]3[CH:34]=[CH:33][C:32]([O:35][Si](C(C)(C)C)(C)C)=[C:31]([O:43][CH3:44])[CH:30]=3)[C:23](=[O:45])[C:22]=2[CH:21]=1.[Cl-].[NH4+]. Product: [Br:19][C:20]1[O:28][C:27]2[CH:26]=[CH:25][N:24]([C:29]3[CH:34]=[CH:33][C:32]([OH:35])=[C:31]([O:43][CH3:44])[CH:30]=3)[C:23](=[O:45])[C:22]=2[CH:21]=1. The catalyst class is: 1. (3) Reactant: Cl.[NH:2]1[CH2:6][CH2:5][CH:4]([OH:7])[CH2:3]1.[Br:8][C:9]1[CH:10]=[C:11]([N:15]2[C:23]3[C:18](=[CH:19][C:20]([CH2:24]Cl)=[CH:21][CH:22]=3)[C:17]([C:26]([O:28][CH3:29])=[O:27])=[N:16]2)[CH:12]=[CH:13][CH:14]=1.C(N(CC)CC)C. Product: [Br:8][C:9]1[CH:10]=[C:11]([N:15]2[C:23]3[C:18](=[CH:19][C:20]([CH2:24][N:2]4[CH2:6][CH2:5][CH:4]([OH:7])[CH2:3]4)=[CH:21][CH:22]=3)[C:17]([C:26]([O:28][CH3:29])=[O:27])=[N:16]2)[CH:12]=[CH:13][CH:14]=1. The catalyst class is: 4.